From a dataset of Retrosynthesis with 50K atom-mapped reactions and 10 reaction types from USPTO. Predict the reactants needed to synthesize the given product. (1) Given the product CC(C)(CO)c1ccc([N+](=O)[O-])cc1, predict the reactants needed to synthesize it. The reactants are: COC(=O)C(C)(C)c1ccc([N+](=O)[O-])cc1. (2) Given the product CCc1ccc(N2CCN(c3c(C)c(C)c4c(c3C)CC(C)(C)O4)CC2)cc1, predict the reactants needed to synthesize it. The reactants are: CCc1ccc(Br)cc1.Cc1c(C)c(N2CCNCC2)c(C)c2c1OC(C)(C)C2. (3) Given the product COc1cc(C=O)ccc1OCc1nnn(Cc2cccc(C(F)(F)F)c2)c1I, predict the reactants needed to synthesize it. The reactants are: COc1cc(C=O)ccc1OCC#CI.[N-]=[N+]=NCc1cccc(C(F)(F)F)c1. (4) Given the product CC1(C)OCC(COc2cccc(NC(=O)c3cnc4ccc(-c5ccccc5C(F)(F)F)nn34)n2)O1, predict the reactants needed to synthesize it. The reactants are: CC1(C)OCC(COc2cccc(N)n2)O1.O=C(O)c1cnc2ccc(-c3ccccc3C(F)(F)F)nn12.